From a dataset of Forward reaction prediction with 1.9M reactions from USPTO patents (1976-2016). Predict the product of the given reaction. (1) Given the reactants [OH:1][CH:2]([C:7]1[C:16]2[C:15](=[O:17])[N:14]([CH2:18][CH2:19][CH2:20][O:21]C3CCCCO3)[C:13](=[O:28])[N:12]([CH3:29])[C:11]=2[N:10]=[CH:9][C:8]=1[O:30][C:31]1[CH:36]=[CH:35][CH:34]=[C:33]([O:37][C:38]([F:41])([F:40])[F:39])[CH:32]=1)[CH2:3][CH:4]([CH3:6])[CH3:5], predict the reaction product. The product is: [OH:1][CH:2]([C:7]1[C:16]2[C:15](=[O:17])[N:14]([CH2:18][CH2:19][CH2:20][OH:21])[C:13](=[O:28])[N:12]([CH3:29])[C:11]=2[N:10]=[CH:9][C:8]=1[O:30][C:31]1[CH:36]=[CH:35][CH:34]=[C:33]([O:37][C:38]([F:39])([F:41])[F:40])[CH:32]=1)[CH2:3][CH:4]([CH3:5])[CH3:6]. (2) Given the reactants [NH2:1][C:2]1[N:7]([C:8]2[CH:13]=[CH:12][C:11]([CH2:14][CH2:15]OS(C)(=O)=O)=[CH:10][CH:9]=2)[C:6](=[O:21])[CH:5]=[CH:4][C:3]=1[C:22](=[O:30])[C:23]1[CH:28]=[CH:27][C:26]([F:29])=[CH:25][CH:24]=1.[NH2:31][C@H:32]([C:37]([OH:39])=[O:38])[CH2:33][CH:34]([CH3:36])[CH3:35], predict the reaction product. The product is: [NH2:1][C:2]1[N:7]([C:8]2[CH:9]=[CH:10][C:11]([CH2:14][CH2:15][NH:31][C@H:32]([C:37]([O:39][C:3]([CH3:22])([CH3:4])[CH3:2])=[O:38])[CH2:33][CH:34]([CH3:36])[CH3:35])=[CH:12][CH:13]=2)[C:6](=[O:21])[CH:5]=[CH:4][C:3]=1[C:22]([C:23]1[CH:24]=[CH:25][C:26]([F:29])=[CH:27][CH:28]=1)=[O:30]. (3) The product is: [CH:2]([C:12]1[CH:13]=[C:8]([OH:14])[CH:9]=[CH:10][C:11]=1[C:18]([C:20]1[CH:22]=[CH:23][CH:24]=[CH:25][CH:26]=1)=[O:19])([CH3:3])[CH3:1]. Given the reactants [C:1](O)(=O)[CH2:2][CH:3](C)C.[C:8]1([OH:14])[CH:13]=[CH:12][CH:11]=[CH:10][CH:9]=1.CCO[C:18]([CH3:20])=[O:19].C[CH2:22][CH2:23][CH2:24][CH2:25][CH3:26], predict the reaction product. (4) Given the reactants [NH2:1][C:2]1[CH:3]=[C:4]([C:27]#[N:28])[C:5]([N:11]2[CH2:16][CH2:15][N:14]([C:17]([O:19][C:20]([CH3:23])([CH3:22])[CH3:21])=[O:18])[C@H:13]([CH:24]([CH3:26])[CH3:25])[CH2:12]2)=[N:6][C:7]=1[CH:8]1[CH2:10][CH2:9]1.Br[C:30]1[CH:35]=[C:34]([Cl:36])[CH:33]=[CH:32][N:31]=1.CC1(C)C2C(=C(P(C3C=CC=CC=3)C3C=CC=CC=3)C=CC=2)OC2C(P(C3C=CC=CC=3)C3C=CC=CC=3)=CC=CC1=2.C([O-])([O-])=O.[Cs+].[Cs+], predict the reaction product. The product is: [Cl:36][C:34]1[CH:33]=[CH:32][N:31]=[C:30]([NH:1][C:2]2[CH:3]=[C:4]([C:27]#[N:28])[C:5]([N:11]3[CH2:16][CH2:15][N:14]([C:17]([O:19][C:20]([CH3:21])([CH3:22])[CH3:23])=[O:18])[C@H:13]([CH:24]([CH3:25])[CH3:26])[CH2:12]3)=[N:6][C:7]=2[CH:8]2[CH2:9][CH2:10]2)[CH:35]=1. (5) Given the reactants [CH:1]([C:4]1[CH:5]=[C:6]([CH:10]=[CH:11][CH:12]=1)[C:7](O)=[O:8])([CH3:3])[CH3:2].O=S(Cl)[Cl:15], predict the reaction product. The product is: [CH:1]([C:4]1[CH:5]=[C:6]([CH:10]=[CH:11][CH:12]=1)[C:7]([Cl:15])=[O:8])([CH3:3])[CH3:2]. (6) Given the reactants [CH3:1][NH:2][C:3]1[CH:4]=[C:5]([CH:8]=[CH:9][C:10]=1[N+:11]([O-:13])=[O:12])[C:6]#[N:7].[BH4-].C1COCC1.CO.[C:22]([O:26][C:27](ON=C(C1C=CC=CC=1)C#N)=[O:28])([CH3:25])([CH3:24])[CH3:23], predict the reaction product. The product is: [CH3:1][NH:2][C:3]1[CH:4]=[C:5]([CH2:6][NH:7][C:27](=[O:28])[O:26][C:22]([CH3:25])([CH3:24])[CH3:23])[CH:8]=[CH:9][C:10]=1[N+:11]([O-:13])=[O:12]. (7) The product is: [CH:10]1([N:6]2[C:5]([C:3]([OH:4])=[O:2])=[CH:9][N:8]=[CH:7]2)[C:19]2[C:14](=[CH:15][CH:16]=[CH:17][CH:18]=2)[CH2:13][CH2:12][CH2:11]1. Given the reactants C[O:2][C:3]([C:5]1[N:6]([CH:10]2[C:19]3[C:14](=[CH:15][CH:16]=[CH:17][CH:18]=3)[CH2:13][CH2:12][CH2:11]2)[CH:7]=[N:8][CH:9]=1)=[O:4].[Li+].[OH-], predict the reaction product. (8) Given the reactants [OH:1][CH2:2][C:3]1[CH:22]=[CH:21][C:6]([CH2:7]/[C:8](=[C:13](\[CH:18]([CH3:20])[CH3:19])/[C:14]([O:16][CH3:17])=[O:15])/[C:9]([O:11][CH3:12])=[O:10])=[CH:5][CH:4]=1, predict the reaction product. The product is: [CH3:12][O:11][C:9](=[O:10])/[C:8](/[CH2:7][C:6]1[CH:21]=[CH:22][C:3]([CH:2]=[O:1])=[CH:4][CH:5]=1)=[C:13](/[CH:18]([CH3:19])[CH3:20])\[C:14]([O:16][CH3:17])=[O:15]. (9) Given the reactants [CH3:1][S:2]([NH:5][C:6]1[CH:7]=[C:8]2[C:12](=[CH:13][CH:14]=1)[C:11](=[O:15])[N:10]([CH2:16][C:17]([O:19][C:20]([CH3:23])([CH3:22])[CH3:21])=[O:18])[C:9]2=[O:24])(=[O:4])=[O:3].C([O-])([O-])=O.[K+].[K+].Cl[CH2:32][C:33]1[S:34][CH:35]=[CH:36][CH:37]=1, predict the reaction product. The product is: [O:15]=[C:11]1[C:12]2[C:8](=[CH:7][C:6]([N:5]([CH2:32][C:33]3[S:34][CH:35]=[CH:36][CH:37]=3)[S:2]([CH3:1])(=[O:3])=[O:4])=[CH:14][CH:13]=2)[C:9](=[O:24])[N:10]1[CH2:16][C:17]([O:19][C:20]([CH3:21])([CH3:23])[CH3:22])=[O:18]. (10) The product is: [CH:19]([OH:21])([CH3:20])[CH3:18].[ClH:17].[NH2:8][C:7]1[C:2]([OH:1])=[N:3][C:4]([S:13][CH2:14][CH2:15][CH3:16])=[N:5][C:6]=1[OH:12]. Given the reactants [OH:1][C:2]1[C:7]([NH:8]C(=O)C)=[C:6]([OH:12])[N:5]=[C:4]([S:13][CH2:14][CH2:15][CH3:16])[N:3]=1.[ClH:17].[CH3:18][CH:19]([OH:21])[CH3:20], predict the reaction product.